From a dataset of Reaction yield outcomes from USPTO patents with 853,638 reactions. Predict the reaction yield, written as a fraction of the theoretical maximum amount of product (1.0 means a 100% yield; for example, 0.34 means a 34% yield). (1) The reactants are C(OC([N:8]1[CH:13]([C:14]2[NH:15][C:16]([C:19]3[CH:28]=[CH:27][C:26]4[C:21](=[CH:22][CH:23]=[C:24]([C:29]5[CH:34]=[CH:33][C:32]([C:35]6[NH:36][C:37]([CH:40]7[CH2:46][C:43]8([CH2:45][CH2:44]8)[CH2:42][N:41]7[C:47](=[O:57])[CH:48]([NH:52][C:53]([O:55][CH3:56])=[O:54])[CH:49]([CH3:51])[CH3:50])=[N:38][CH:39]=6)=[CH:31][CH:30]=5)[CH:25]=4)[CH:20]=3)=[CH:17][N:18]=2)[CH:12]2[CH2:58][CH:9]1[CH2:10][CH2:11]2)=O)(C)(C)C.Cl.[CH:60]1([CH:63]([NH:67][C:68]([O:70][CH3:71])=[O:69])[C:64]([OH:66])=O)[CH2:62][CH2:61]1.CN(C(ON1N=NC2C=CC=NC1=2)=[N+](C)C)C.F[P-](F)(F)(F)(F)F.CN1CCOCC1. The catalyst is CO.C(Cl)Cl. The product is [CH3:56][O:55][C:53](=[O:54])[NH:52][CH:48]([C:47]([N:41]1[CH:40]([C:37]2[NH:36][C:35]([C:32]3[CH:33]=[CH:34][C:29]([C:24]4[CH:23]=[CH:22][C:21]5[C:26](=[CH:27][CH:28]=[C:19]([C:16]6[NH:15][C:14]([CH:13]7[CH:12]8[CH2:58][CH:9]([CH2:10][CH2:11]8)[N:8]7[C:64](=[O:66])[CH:63]([CH:60]7[CH2:61][CH2:62]7)[NH:67][C:68]([O:70][CH3:71])=[O:69])=[N:18][CH:17]=6)[CH:20]=5)[CH:25]=4)=[CH:30][CH:31]=3)=[CH:39][N:38]=2)[CH2:46][C:43]2([CH2:45][CH2:44]2)[CH2:42]1)=[O:57])[CH:49]([CH3:51])[CH3:50]. The yield is 0.490. (2) The reactants are [C:1]([O:5][C:6]([NH:8][C@@H:9]([C@H:22]([CH2:30][CH3:31])[CH2:23][CH:24]([CH3:29])[CH2:25][CH2:26][CH:27]=[CH2:28])[C:10]([N:12]1[CH2:16][C@H:15]([OH:17])[CH2:14][C@H:13]1[C:18]([O:20]C)=[O:19])=[O:11])=[O:7])([CH3:4])([CH3:3])[CH3:2].[Li+].[OH-].CO. The catalyst is C1COCC1.O. The product is [C:1]([O:5][C:6]([NH:8][C@@H:9]([C@H:22]([CH2:30][CH3:31])[CH2:23][CH:24]([CH3:29])[CH2:25][CH2:26][CH:27]=[CH2:28])[C:10]([N:12]1[CH2:16][C@H:15]([OH:17])[CH2:14][C@H:13]1[C:18]([OH:20])=[O:19])=[O:11])=[O:7])([CH3:4])([CH3:3])[CH3:2]. The yield is 0.900. (3) The reactants are C(OC([NH:8][CH2:9][CH2:10][CH2:11][CH2:12][C@H:13]([NH:49][C:50](=[O:71])[CH2:51][CH2:52][NH:53][C:54]([C:56]1[CH:61]=[CH:60][C:59]([C:62]2[CH:67]=[CH:66][C:65]([CH2:68][CH2:69][CH3:70])=[CH:64][CH:63]=2)=[CH:58][CH:57]=1)=[O:55])[C:14]([N:16]([CH3:48])[C@H:17]1[C:34]2[CH:35]=[C:30]([C:31]([O:36][CH3:37])=[CH:32][CH:33]=2)[C:29]2=[CH:38][C:25](=[CH:26][CH:27]=[C:28]2[O:39][CH3:40])[CH2:24][C@@H:23]([C:41]([O:43][CH3:44])=[O:42])[NH:22][C:21](=[O:45])[C@H:20]([CH3:46])[NH:19][C:18]1=[O:47])=[O:15])=O)(C)(C)C.[C:72]([OH:78])([C:74]([F:77])([F:76])[F:75])=[O:73].C1(C)C=CC=CC=1. The catalyst is C(Cl)Cl. The product is [F:75][C:74]([F:77])([F:76])[C:72]([O-:78])=[O:73].[CH3:37][O:36][C:31]1[C:30]2[C:29]3[C:28]([O:39][CH3:40])=[CH:27][CH:26]=[C:25]([CH:38]=3)[CH2:24][C@@H:23]([C:41]([O:43][CH3:44])=[O:42])[NH:22][C:21](=[O:45])[C@H:20]([CH3:46])[NH:19][C:18](=[O:47])[C@@H:17]([N:16]([CH3:48])[C:14](=[O:15])[C@@H:13]([NH:49][C:50](=[O:71])[CH2:51][CH2:52][NH:53][C:54]([C:56]3[CH:61]=[CH:60][C:59]([C:62]4[CH:63]=[CH:64][C:65]([CH2:68][CH2:69][CH3:70])=[CH:66][CH:67]=4)=[CH:58][CH:57]=3)=[O:55])[CH2:12][CH2:11][CH2:10][CH2:9][NH3+:8])[C:34]([CH:35]=2)=[CH:33][CH:32]=1. The yield is 1.00. (4) The reactants are [CH2:1]([O:8][C:9]1[CH:21]=[C:20]2[C:12]([C:13]3[CH:14]=[CH:15][C:16]([OH:22])=[CH:17][C:18]=3[NH:19]2)=[CH:11][CH:10]=1)[C:2]1C=CC=CC=1.C(=O)([O-])[O-].[Cs+].[Cs+].CC1C=CC(S(OCC[O:42][CH2:43][CH2:44][O:45][CH2:46][CH2:47][F:48])(=O)=O)=CC=1. The catalyst is CN(C=O)C.O.C(O)(=O)C.[Pd]. The product is [F:48][CH2:47][CH2:46][O:45][CH2:44][CH2:43][O:42][CH2:2][CH2:1][O:8][C:9]1[CH:21]=[C:20]2[C:12]([C:13]3[CH:14]=[CH:15][C:16]([OH:22])=[CH:17][C:18]=3[NH:19]2)=[CH:11][CH:10]=1. The yield is 0.270. (5) The reactants are Br[C:2]1[CH:7]=[CH:6][C:5]([CH:8]([N:12]2[CH2:25][CH2:24][C:15]3([O:20][CH2:19][C:18](=[O:21])[N:17]([CH2:22][CH3:23])[CH2:16]3)[CH2:14][CH2:13]2)[C:9]([NH2:11])=[O:10])=[C:4]([F:26])[CH:3]=1.CC1(C)C(C)(C)OB(B2OC(C)(C)C(C)(C)O2)O1.C([O-])(=O)C.[K+].Br[C:51]1[CH:60]=[C:59]2[C:54]([CH:55]=[C:56]([C:61]#[N:62])[CH:57]=[N:58]2)=[CH:53][CH:52]=1.C([O-])([O-])=O.[K+].[K+]. The catalyst is O1CCOCC1.C1C=CC(P(C2C=CC=CC=2)[C-]2C=CC=C2)=CC=1.C1C=CC(P(C2C=CC=CC=2)[C-]2C=CC=C2)=CC=1.Cl[Pd]Cl.[Fe+2].C(Cl)Cl. The product is [C:61]([C:56]1[CH:57]=[N:58][C:59]2[C:54]([CH:55]=1)=[CH:53][CH:52]=[C:51]([C:2]1[CH:7]=[CH:6][C:5]([CH:8]([N:12]3[CH2:25][CH2:24][C:15]4([O:20][CH2:19][C:18](=[O:21])[N:17]([CH2:22][CH3:23])[CH2:16]4)[CH2:14][CH2:13]3)[C:9]([NH2:11])=[O:10])=[C:4]([F:26])[CH:3]=1)[CH:60]=2)#[N:62]. The yield is 0.550.